From a dataset of Full USPTO retrosynthesis dataset with 1.9M reactions from patents (1976-2016). Predict the reactants needed to synthesize the given product. Given the product [F:1][C:2]([F:14])([C:8]1[CH:13]=[CH:12][CH:11]=[CH:10][CH:9]=1)[CH2:3][O:4][CH2:5][CH2:6][CH2:7][OH:25], predict the reactants needed to synthesize it. The reactants are: [F:1][C:2]([F:14])([C:8]1[CH:13]=[CH:12][CH:11]=[CH:10][CH:9]=1)[CH2:3][O:4][CH2:5][CH:6]=[CH2:7].C1(CCCC[O:25]CCCO)C=CC=CC=1.